Predict the reaction yield, written as a fraction of the theoretical maximum amount of product (1.0 means a 100% yield; for example, 0.34 means a 34% yield). From a dataset of Reaction yield outcomes from USPTO patents with 853,638 reactions. The reactants are [Br:1][C:2]1[CH:11]=[C:10]2[C:5]([NH:6][C:7](=O)[C@H:8]([CH2:12][C:13](OC)=[O:14])[NH:9]2)=[CH:4][CH:3]=1. The catalyst is C1COCC1. The product is [Br:1][C:2]1[CH:11]=[C:10]2[C:5]([NH:6][CH2:7][C@H:8]([CH2:12][CH2:13][OH:14])[NH:9]2)=[CH:4][CH:3]=1. The yield is 0.630.